This data is from Peptide-MHC class I binding affinity with 185,985 pairs from IEDB/IMGT. The task is: Regression. Given a peptide amino acid sequence and an MHC pseudo amino acid sequence, predict their binding affinity value. This is MHC class I binding data. (1) The peptide sequence is AFHHRAREL. The MHC is HLA-B15:01 with pseudo-sequence HLA-B15:01. The binding affinity (normalized) is 0.120. (2) The peptide sequence is PLRPMTYK. The MHC is HLA-B45:01 with pseudo-sequence HLA-B45:01. The binding affinity (normalized) is 0. (3) The MHC is HLA-B07:02 with pseudo-sequence HLA-B07:02. The binding affinity (normalized) is 0.0847. The peptide sequence is YLFQWNDNV. (4) The peptide sequence is AQRWANQIR. The MHC is HLA-B35:01 with pseudo-sequence HLA-B35:01. The binding affinity (normalized) is 0.0847. (5) The peptide sequence is YIPFAEDAL. The MHC is HLA-A02:01 with pseudo-sequence HLA-A02:01. The binding affinity (normalized) is 0.197.